Dataset: Forward reaction prediction with 1.9M reactions from USPTO patents (1976-2016). Task: Predict the product of the given reaction. (1) Given the reactants ClC1C=C(Cl)C=CC=1S.[CH3:10][C:11]1[CH:16]=[CH:15][CH:14]=[CH:13][C:12]=1[SH:17].ClC1C=C[CH:24]=[CH:23][C:20]=1[CH:21]=[O:22].F[C:28]1[CH:35]=[CH:34][C:31]([CH:32]=O)=[CH:30][C:29]=1[C:36]([F:39])([F:38])[F:37].NCCCCCCO.[O:48]=[C:49]1[CH2:53]CC[N:50]1[CH2:54][CH2:55][CH2:56][NH2:57], predict the reaction product. The product is: [CH3:10][C:11]1[CH:16]=[CH:15][CH:14]=[CH:13][C:12]=1[S:17][C:28]1[CH:35]=[CH:34][C:31](/[CH:32]=[CH:53]/[C:49]([NH:50][CH2:54][CH2:55][CH2:56][N:57]2[CH2:24][CH2:23][CH2:20][C:21]2=[O:22])=[O:48])=[CH:30][C:29]=1[C:36]([F:39])([F:38])[F:37]. (2) Given the reactants C(O)(C(F)(F)F)=O.C([O:12][C:13]([C:15]1[CH:16]=[N:17][N:18]([CH2:24][C:25]2[CH:30]=[CH:29][C:28]([C:31]([O:33][CH3:34])=[O:32])=[CH:27][CH:26]=2)[C:19]=1[S:20][CH2:21][CH2:22][CH3:23])=[O:14])(C)(C)C, predict the reaction product. The product is: [CH3:34][O:33][C:31]([C:28]1[CH:29]=[CH:30][C:25]([CH2:24][N:18]2[C:19]([S:20][CH2:21][CH2:22][CH3:23])=[C:15]([C:13]([OH:14])=[O:12])[CH:16]=[N:17]2)=[CH:26][CH:27]=1)=[O:32]. (3) The product is: [Cl:16][C:12]1[CH:11]=[C:10]([CH:2]([NH2:1])[CH2:3][NH:5][CH2:6][CH2:7][O:8][CH3:9])[CH:15]=[CH:14][CH:13]=1. Given the reactants [NH2:1][CH:2]([C:10]1[CH:15]=[CH:14][CH:13]=[C:12]([Cl:16])[CH:11]=1)[C:3]([NH:5][CH2:6][CH2:7][O:8][CH3:9])=O.B.C1COCC1.Cl, predict the reaction product. (4) Given the reactants [CH3:1][C:2]1[CH:7]=[C:6]([C:8]#[C:9][C:10]2[N:11]=[C:12]([CH3:15])[NH:13][CH:14]=2)[CH:5]=[CH:4][N:3]=1.[CH2:16](Br)[C:17]1[CH:22]=[CH:21][CH:20]=[CH:19][CH:18]=1, predict the reaction product. The product is: [CH2:16]([N:13]1[CH:14]=[C:10]([C:9]#[C:8][C:6]2[CH:5]=[CH:4][N:3]=[C:2]([CH3:1])[CH:7]=2)[N:11]=[C:12]1[CH3:15])[C:17]1[CH:22]=[CH:21][CH:20]=[CH:19][CH:18]=1. (5) The product is: [CH3:23][N:7]([C@@H:8]([C:11]1[CH:16]=[C:15]([C:17]([F:19])([F:20])[F:18])[CH:14]=[C:13]([CH3:21])[CH:12]=1)[CH:9]=[CH2:10])[S@:5]([C:2]([CH3:1])([CH3:3])[CH3:4])=[O:6]. Given the reactants [CH3:1][C:2]([S@@:5]([NH:7][C@@H:8]([C:11]1[CH:16]=[C:15]([C:17]([F:20])([F:19])[F:18])[CH:14]=[C:13]([CH3:21])[CH:12]=1)[CH:9]=[CH2:10])=[O:6])([CH3:4])[CH3:3].[Li+].[CH3:23][Si]([N-][Si](C)(C)C)(C)C.CI, predict the reaction product. (6) Given the reactants [Br:1][C:2]1[CH:7]=[CH:6][C:5]([NH2:8])=[C:4]([F:9])[CH:3]=1.[Li+].C[Si]([N-][Si](C)(C)C)(C)C.F[C:21]1[C:29]2[S:28][N:27]=[CH:26][C:25]=2[CH:24]=[CH:23][C:22]=1[C:30]([OH:32])=[O:31], predict the reaction product. The product is: [Br:1][C:2]1[CH:7]=[CH:6][C:5]([NH:8][C:21]2[C:29]3[S:28][N:27]=[CH:26][C:25]=3[CH:24]=[CH:23][C:22]=2[C:30]([OH:32])=[O:31])=[C:4]([F:9])[CH:3]=1. (7) Given the reactants C[O:2][C:3]([C:5]1[C:6]([C:24]2[CH:29]=[CH:28][C:27]([C:30](O)=[O:31])=[CH:26][CH:25]=2)=[CH:7][CH:8]=[C:9]([C:11]2[S:12][CH:13]=[C:14]([C:16]3[CH:21]=[CH:20][C:19]([Cl:22])=[C:18]([Cl:23])[CH:17]=3)[N:15]=2)[CH:10]=1)=[O:4].[CH3:33][N:34]([CH3:39])[CH2:35][CH2:36][CH2:37][NH2:38].C1COCC1.O.[OH-].[Li+], predict the reaction product. The product is: [Cl:23][C:18]1[CH:17]=[C:16]([C:14]2[N:15]=[C:11]([C:9]3[CH:10]=[C:5]([C:3]([OH:4])=[O:2])[C:6]([C:24]4[CH:29]=[CH:28][C:27]([C:30](=[O:31])[NH:38][CH2:37][CH2:36][CH2:35][N:34]([CH3:39])[CH3:33])=[CH:26][CH:25]=4)=[CH:7][CH:8]=3)[S:12][CH:13]=2)[CH:21]=[CH:20][C:19]=1[Cl:22]. (8) The product is: [NH:19]([C:2]1[N:3]=[N:4][C:5]([C:8]2[CH:17]=[CH:16][C:11]([C:12]([O:14][CH3:15])=[O:13])=[CH:10][CH:9]=2)=[CH:6][N:7]=1)[NH2:20]. Given the reactants Cl[C:2]1[N:3]=[N:4][C:5]([C:8]2[CH:17]=[CH:16][C:11]([C:12]([O:14][CH3:15])=[O:13])=[CH:10][CH:9]=2)=[CH:6][N:7]=1.O.[NH2:19][NH2:20], predict the reaction product.